Dataset: Full USPTO retrosynthesis dataset with 1.9M reactions from patents (1976-2016). Task: Predict the reactants needed to synthesize the given product. (1) Given the product [CH3:13][C:14]1[S:18][C:17]([C:2]2[CH:3]=[C:4]([CH:10]=[CH:11][CH:12]=2)[C:5]([O:7][CH2:8][CH3:9])=[O:6])=[N:16][CH:15]=1, predict the reactants needed to synthesize it. The reactants are: I[C:2]1[CH:3]=[C:4]([CH:10]=[CH:11][CH:12]=1)[C:5]([O:7][CH2:8][CH3:9])=[O:6].[CH3:13][C:14]1[S:18][C:17]([Sn](CCCC)(CCCC)CCCC)=[N:16][CH:15]=1.O.CCOC(C)=O. (2) The reactants are: [F:1][C:2]1[CH:3]=[CH:4][C:5]([OH:10])=[C:6]([CH:9]=1)[CH:7]=O.[NH:11]1[CH2:16][CH:15]=[CH:14][CH2:13][CH2:12]1.[S:17]1[CH2:23][C:21](=[O:22])[NH:20][C:18]1=S. Given the product [F:1][C:2]1[CH:3]=[CH:4][C:5]([OH:10])=[C:6](/[CH:7]=[C:23]2/[C:21](=[O:22])[N:20]=[C:18]([N:11]3[CH2:12][CH:13]=[CH:14][CH2:15][CH2:16]3)[S:17]/2)[CH:9]=1, predict the reactants needed to synthesize it. (3) Given the product [CH2:1]([O:3][CH:4]([S:24][CH2:25][CH3:26])[C@@H:5]1[CH2:9][CH2:8][CH2:7][N:6]1[C:10](=[O:23])[C:11]1[CH:16]=[C:15]([O:17][CH3:18])[C:14]([O:19][CH2:29][CH2:28][Br:27])=[CH:13][C:12]=1[N+:20]([O-:22])=[O:21])[CH3:2], predict the reactants needed to synthesize it. The reactants are: [CH2:1]([O:3][CH:4]([S:24][CH2:25][CH3:26])[C@@H:5]1[CH2:9][CH2:8][CH2:7][N:6]1[C:10](=[O:23])[C:11]1[CH:16]=[C:15]([O:17][CH3:18])[C:14]([OH:19])=[CH:13][C:12]=1[N+:20]([O-:22])=[O:21])[CH3:2].[Br:27][CH2:28][CH2:29]Br.C([O-])([O-])=O.[K+].[K+].CCOC(C)=O.CCCCCC. (4) Given the product [F:8][C:6]1[CH:5]=[C:4]([C:9]2[N:16]=[C:15]([O:17][CH3:19])[C:14]([I:18])=[CH:13][C:10]=2[C:11]#[N:12])[CH:3]=[C:2]([F:1])[CH:7]=1, predict the reactants needed to synthesize it. The reactants are: [F:1][C:2]1[CH:3]=[C:4]([C:9]2[N:16]=[C:15]([OH:17])[C:14]([I:18])=[CH:13][C:10]=2[C:11]#[N:12])[CH:5]=[C:6]([F:8])[CH:7]=1.[C:19](=O)([O-])[O-].[Cs+].[Cs+].CI.